Dataset: hERG potassium channel inhibition data for cardiac toxicity prediction from Karim et al.. Task: Regression/Classification. Given a drug SMILES string, predict its toxicity properties. Task type varies by dataset: regression for continuous values (e.g., LD50, hERG inhibition percentage) or binary classification for toxic/non-toxic outcomes (e.g., AMES mutagenicity, cardiotoxicity, hepatotoxicity). Dataset: herg_karim. (1) The drug is CC(=O)Nc1cccc(Nc2ncnc(N3CCC(Oc4ccc(OC(F)(F)F)cc4)CC3)n2)c1C. The result is 1 (blocker). (2) The drug is CNCc1ccccc1Oc1ccc(Cl)cc1F. The result is 1 (blocker). (3) The compound is N#Cc1c(-c2ccccc2)cc(-c2ccccc2)nc1/N=C1\SCC(=O)N1c1ccccc1. The result is 0 (non-blocker). (4) The drug is CC(C)c1cc(C#N)cc2nc(-c3ccc(C(=O)NCC4CCC(c5cc(C(F)(F)F)cc(C(F)(F)F)c5)CC4)cc3)oc12. The result is 0 (non-blocker). (5) The molecule is NCC[C@H](Oc1ccc(C(F)(F)F)cc1)c1ccccc1. The result is 1 (blocker). (6) The molecule is NC(=O)c1cccc(OC2CC3CCC(C2)N3CC2CC2)c1. The result is 1 (blocker).